Predict the product of the given reaction. From a dataset of Forward reaction prediction with 1.9M reactions from USPTO patents (1976-2016). (1) Given the reactants [CH2:1]([C:3]1[C:4]([OH:14])=[C:5]([CH:8]=[C:9]([N+:11]([O-:13])=[O:12])[CH:10]=1)[CH:6]=O)[CH3:2].C(=O)([O-])[O-].[K+].[K+].Br[CH2:22][C:23]([O:25][CH2:26][CH3:27])=[O:24].O, predict the reaction product. The product is: [CH2:1]([C:3]1[C:4]2[O:14][C:22]([C:23]([O:25][CH2:26][CH3:27])=[O:24])=[CH:6][C:5]=2[CH:8]=[C:9]([N+:11]([O-:13])=[O:12])[CH:10]=1)[CH3:2]. (2) Given the reactants [C:1]([C:3]1[CH:4]=[C:5]([CH:9]=[CH:10][C:11]=1[O:12][CH:13]([CH3:15])[CH3:14])[C:6]([OH:8])=O)#[N:2].C(Cl)CCl.C1C=CC2N(O)N=NC=2C=1.O[NH:31][C:32]([C:34]1[CH:39]=[CH:38][C:37]([O:40][CH2:41][O:42][CH2:43][CH2:44][Si:45]([CH3:48])([CH3:47])[CH3:46])=[CH:36][CH:35]=1)=[NH:33], predict the reaction product. The product is: [CH3:14][CH:13]([O:12][C:11]1[CH:10]=[CH:9][C:5]([C:6]2[O:8][N:31]=[C:32]([C:34]3[CH:35]=[CH:36][C:37]([O:40][CH2:41][O:42][CH2:43][CH2:44][Si:45]([CH3:48])([CH3:47])[CH3:46])=[CH:38][CH:39]=3)[N:33]=2)=[CH:4][C:3]=1[C:1]#[N:2])[CH3:15]. (3) Given the reactants [CH3:1][C:2](=[CH2:35])[CH2:3][C@:4]1([C:29]2[CH:34]=[CH:33][CH:32]=[CH:31][CH:30]=2)[CH2:10][CH2:9][CH2:8][N:7]([C@H:11]([C:13]2[CH:18]=[CH:17][C:16](B3OC(C)(C)C(C)(C)O3)=[CH:15][CH:14]=2)[CH3:12])[C:6](=[O:28])[NH:5]1.I[C:37]1[CH:42]=[CH:41][N:40]([CH3:43])[C:39](=[O:44])[CH:38]=1, predict the reaction product. The product is: [CH3:43][N:40]1[CH:41]=[CH:42][C:37]([C:16]2[CH:15]=[CH:14][C:13]([C@@H:11]([N:7]3[CH2:8][CH2:9][CH2:10][C@:4]([CH2:3][C:2]([CH3:1])=[CH2:35])([C:29]4[CH:30]=[CH:31][CH:32]=[CH:33][CH:34]=4)[NH:5][C:6]3=[O:28])[CH3:12])=[CH:18][CH:17]=2)=[CH:38][C:39]1=[O:44]. (4) Given the reactants [C:1]([O:4][C@H:5](/[CH:7]=[CH:8]\[C:9]([NH:11][C@@H:12]1[CH2:17][C@H:16]([CH3:18])[C@H:15]([CH2:19]/[CH:20]=[C:21](\[CH3:60])/[CH:22]=[CH:23]/[C@H:24]2[O:31][C@H:30]([CH2:32][C:33]([NH:35]/[N:36]=[C:37](/[C:39]3[CH:44]=[CH:43][C:42]([O:45][CH2:46][CH2:47][CH2:48][C:49]([O:51]N4C(=O)CCC4=O)=[O:50])=[CH:41][CH:40]=3)\[CH3:38])=[O:34])[CH2:29][C@:26]3([O:28][CH2:27]3)[C@@H:25]2[OH:59])[O:14][C@@H:13]1[CH3:61])=[O:10])[CH3:6])(=[O:3])[CH3:2].C1CCC(N=C=NC2CCCCC2)CC1.ON1C(=O)CCC1=O, predict the reaction product. The product is: [C:1]([O:4][C@@H:5]([CH3:6])/[CH:7]=[CH:8]\[C:9]([NH:11][C@H:12]1[C@@H:13]([CH3:61])[O:14][C@@H:15]([CH2:19]/[CH:20]=[C:21](\[CH3:60])/[CH:22]=[CH:23]/[C@@H:24]2[C@@H:25]([OH:59])[C@@:26]3([O:28][CH2:27]3)[CH2:29][C@@H:30]([CH2:32][C:33]([NH:35]/[N:36]=[C:37](/[C:39]3[CH:44]=[CH:43][C:42]([O:45][CH2:46][CH2:47][CH2:48][C:49]([OH:51])=[O:50])=[CH:41][CH:40]=3)\[CH3:38])=[O:34])[O:31]2)[C@@H:16]([CH3:18])[CH2:17]1)=[O:10])(=[O:3])[CH3:2]. (5) Given the reactants [CH:1]1([C:4]2[N:13]=[C:12](N3CCN(C4C=CC(F)=CC=4OC)CC3)[C:11]3[C:6](=[CH:7][C:8]([O:31][CH3:32])=[C:9]([O:29][CH3:30])[CH:10]=3)[N:5]=2)[CH2:3][CH2:2]1.FC1C=CC(N2CCNCC2)=C(OC)C=1.[Cl:48][C:49]1[CH:50]=[C:51]([NH:61][C:62](=[O:64])[CH3:63])[CH:52]=[CH:53][C:54]=1[N:55]1[CH2:60][CH2:59][NH:58][CH2:57][CH2:56]1, predict the reaction product. The product is: [Cl:48][C:49]1[CH:50]=[C:51]([NH:61][C:62](=[O:64])[CH3:63])[CH:52]=[CH:53][C:54]=1[N:55]1[CH2:60][CH2:59][N:58]([C:12]2[C:11]3[C:6](=[CH:7][C:8]([O:31][CH3:32])=[C:9]([O:29][CH3:30])[CH:10]=3)[N:5]=[C:4]([CH:1]3[CH2:3][CH2:2]3)[N:13]=2)[CH2:57][CH2:56]1.